From a dataset of Full USPTO retrosynthesis dataset with 1.9M reactions from patents (1976-2016). Predict the reactants needed to synthesize the given product. (1) Given the product [N+:12]([C:15]1[CH:20]=[CH:19][C:18]([S:21]([NH:24][CH2:25][CH:26]([CH:37]2[CH2:42][CH2:41][N:40]([C:4]3[C:3]4[CH2:2][CH2:11][CH2:10][NH:9][C:8]=4[N:7]=[CH:6][N:46]=3)[CH2:39][CH2:38]2)[C:27]2[CH:32]=[CH:31][C:30]([C:33]([F:36])([F:34])[F:35])=[CH:29][CH:28]=2)(=[O:22])=[O:23])=[CH:17][CH:16]=1)([O-:14])=[O:13], predict the reactants needed to synthesize it. The reactants are: Cl[C:2]1[CH:11]=[CH:10][N:9]=[C:8]2[C:3]=1[CH2:4]C[CH2:6][NH:7]2.[N+:12]([C:15]1[CH:20]=[CH:19][C:18]([S:21]([NH:24][CH2:25][CH:26]([CH:37]2[CH2:42][CH2:41][NH:40][CH2:39][CH2:38]2)[C:27]2[CH:32]=[CH:31][C:30]([C:33]([F:36])([F:35])[F:34])=[CH:29][CH:28]=2)(=[O:23])=[O:22])=[CH:17][CH:16]=1)([O-:14])=[O:13].C([N:46](C(C)C)CC)(C)C. (2) Given the product [CH3:13][O:12][C:4]1[CH:3]=[C:2]([NH:14][CH2:15][CH2:16][NH2:17])[C:11]2[C:6](=[CH:7][CH:8]=[CH:9][CH:10]=2)[N:5]=1, predict the reactants needed to synthesize it. The reactants are: Cl[C:2]1[C:11]2[C:6](=[CH:7][CH:8]=[CH:9][CH:10]=2)[N:5]=[C:4]([O:12][CH3:13])[CH:3]=1.[NH2:14][CH2:15][CH2:16][NH2:17].COCC(O)C. (3) Given the product [NH2:8][C:9]1[S:10][CH:11]=[C:12]([CH2:14][CH2:15][NH:16][C:24]2[CH:29]=[CH:28][C:27]([NH:30][C:31](=[O:46])[C:32]3[CH:37]=[CH:36][C:35]([CH3:38])=[CH:34][C:33]=3[N:39]3[CH2:44][CH2:43][CH:42]([CH3:45])[CH2:41][CH2:40]3)=[CH:26][CH:25]=2)[N:13]=1, predict the reactants needed to synthesize it. The reactants are: C(OC([NH:8][C:9]1[S:10][CH:11]=[C:12]([CH2:14][CH2:15][N:16]([C:24]2[CH:29]=[CH:28][C:27]([NH:30][C:31](=[O:46])[C:32]3[CH:37]=[CH:36][C:35]([CH3:38])=[CH:34][C:33]=3[N:39]3[CH2:44][CH2:43][CH:42]([CH3:45])[CH2:41][CH2:40]3)=[CH:26][CH:25]=2)C(=O)OC(C)(C)C)[N:13]=1)=O)(C)(C)C.FC(F)(F)C(O)=O. (4) Given the product [CH:30]1([CH2:36][NH:37][C:23]([C:14]2[C:15]3[O:19][C:18]([CH3:20])=[N:17][C:16]=3[C:21]3[NH:22][C:10]([NH:9][C:3]4[C:2]([Cl:1])=[CH:7][CH:6]=[CH:5][C:4]=4[Cl:8])=[N:11][C:12]=3[CH:13]=2)=[O:25])[CH2:35][CH2:34][CH2:33][CH2:32][CH2:31]1, predict the reactants needed to synthesize it. The reactants are: [Cl:1][C:2]1[CH:7]=[CH:6][CH:5]=[C:4]([Cl:8])[C:3]=1[NH:9][C:10]1[NH:22][C:21]2[C:16]3[N:17]=[C:18]([CH3:20])[O:19][C:15]=3[C:14]([C:23]([OH:25])=O)=[CH:13][C:12]=2[N:11]=1.S(Cl)(Cl)=O.[CH:30]1([CH2:36][NH2:37])[CH2:35][CH2:34][CH2:33][CH2:32][CH2:31]1.CCN(C(C)C)C(C)C. (5) Given the product [OH2:8].[OH2:39].[C:35]([OH:42])(=[O:41])[CH2:36][CH2:37][C:38]([OH:40])=[O:39].[Cl:9][C:10]1[C:15]([C:16]2[C:21]([F:22])=[CH:20][C:19]([O:8][CH2:7][CH2:6][CH2:5][NH:4][CH3:3])=[CH:18][C:17]=2[F:24])=[C:14]([NH:25][C@@H:26]([CH3:31])[C:27]([F:29])([F:30])[F:28])[N:13]2[N:32]=[CH:33][N:34]=[C:12]2[N:11]=1, predict the reactants needed to synthesize it. The reactants are: [H-].[Na+].[CH3:3][NH:4][CH2:5][CH2:6][CH2:7][OH:8].[Cl:9][C:10]1[C:15]([C:16]2[C:21]([F:22])=[CH:20][C:19](F)=[CH:18][C:17]=2[F:24])=[C:14]([NH:25][C@@H:26]([CH3:31])[C:27]([F:30])([F:29])[F:28])[N:13]2[N:32]=[CH:33][N:34]=[C:12]2[N:11]=1.[C:35]([OH:42])(=[O:41])[CH2:36][CH2:37][C:38]([OH:40])=[O:39]. (6) Given the product [F:1][C:2]1[CH:7]=[CH:6][CH:5]=[CH:4][C:3]=1[C:8]1[CH:9]=[CH:10][C:11]2[N:12]([CH:14]=[C:15]([C:17]3[CH:22]=[C:21]([NH:23][C:39](=[O:40])[C:38]([CH3:43])([CH3:42])[CH3:37])[C:20]([CH3:26])=[N:19][CH:18]=3)[N:16]=2)[N:13]=1, predict the reactants needed to synthesize it. The reactants are: [F:1][C:2]1[CH:7]=[CH:6][CH:5]=[CH:4][C:3]=1[C:8]1[CH:9]=[CH:10][C:11]2[N:12]([CH:14]=[C:15]([C:17]3[CH:18]=[N:19][C:20]([CH3:26])=[C:21]([N+:23]([O-])=O)[CH:22]=3)[N:16]=2)[N:13]=1.CC(O)=O.N1C=CC=CC=1.[CH3:37][C:38]([CH3:43])([CH3:42])[C:39](Cl)=[O:40].